From a dataset of Reaction yield outcomes from USPTO patents with 853,638 reactions. Predict the reaction yield, written as a fraction of the theoretical maximum amount of product (1.0 means a 100% yield; for example, 0.34 means a 34% yield). (1) The reactants are [Cl:1][C:2]1[CH:7]=[C:6]([N+:8]([O-:10])=[O:9])[C:5]([O:11][CH3:12])=[CH:4][C:3]=1[CH2:13][CH2:14]O.C1(P(C2C=CC=CC=2)C2C=CC=CC=2)C=CC=CC=1.C(Br)(Br)(Br)[Br:36]. The catalyst is C(Cl)Cl. The product is [Br:36][CH2:14][CH2:13][C:3]1[CH:4]=[C:5]([O:11][CH3:12])[C:6]([N+:8]([O-:10])=[O:9])=[CH:7][C:2]=1[Cl:1]. The yield is 0.900. (2) The reactants are [CH3:1][C:2]1[C:6]([CH:7]([OH:21])[C:8]2[O:9][C:10]3[CH:16]=[CH:15][C:14]([CH2:17][C:18]([OH:20])=O)=[CH:13][C:11]=3[CH:12]=2)=[C:5]([CH3:22])[O:4][N:3]=1.CN(C(ON1N=NC2C=CC=NC1=2)=[N+](C)C)C.F[P-](F)(F)(F)(F)F.CCN(C(C)C)C(C)C.[CH3:56][N:57]1[C:63]2[CH:64]=[C:65]([CH3:68])[CH:66]=[CH:67][C:62]=2[CH:61]([C:69]2[CH:74]=[CH:73][CH:72]=[CH:71][CH:70]=2)[NH:60][CH2:59][CH2:58]1. The catalyst is C(Cl)Cl. The product is [CH3:56][N:57]1[C:63]2[CH:64]=[C:65]([CH3:68])[CH:66]=[CH:67][C:62]=2[CH:61]([C:69]2[CH:74]=[CH:73][CH:72]=[CH:71][CH:70]=2)[N:60]([C:18](=[O:20])[CH2:17][C:14]2[CH:15]=[CH:16][C:10]3[O:9][C:8]([CH:7]([C:6]4[C:2]([CH3:1])=[N:3][O:4][C:5]=4[CH3:22])[OH:21])=[CH:12][C:11]=3[CH:13]=2)[CH2:59][CH2:58]1. The yield is 0.500. (3) The reactants are N1C(C)=CC=CC=1C.[Si:9]([O:16]S(C(F)(F)F)(=O)=O)([C:12]([CH3:15])([CH3:14])[CH3:13])([CH3:11])[CH3:10].[C:24]([O:28][C:29]([N:31]1[CH2:35][C@H:34]([F:36])[CH2:33][C@@H:32]1[C@@H:37](O)[C@H:38]([CH2:50][C:51]1[CH:56]=[CH:55][CH:54]=[CH:53][CH:52]=1)[C:39]([N:41]1[C@@H:45]([CH:46]([CH3:48])[CH3:47])[CH2:44][O:43][C:42]1=[O:49])=[O:40])=[O:30])([CH3:27])([CH3:26])[CH3:25].Cl. The catalyst is ClCCl. The product is [C:24]([O:28][C:29]([N:31]1[CH2:35][C@H:34]([F:36])[CH2:33][C@@H:32]1[C@@H:37]([O:16][Si:9]([C:12]([CH3:13])([CH3:14])[CH3:15])([CH3:10])[CH3:11])[C@H:38]([CH2:50][C:51]1[CH:52]=[CH:53][CH:54]=[CH:55][CH:56]=1)[C:39]([N:41]1[C@@H:45]([CH:46]([CH3:47])[CH3:48])[CH2:44][O:43][C:42]1=[O:49])=[O:40])=[O:30])([CH3:26])([CH3:27])[CH3:25]. The yield is 0.870. (4) The reactants are Cl.[Cl:2][CH2:3][CH2:4][NH:5][CH2:6][CH2:7][Cl:8].[OH-].[Na+].[C:11](O[C:11]([O:13][C:14]([CH3:17])([CH3:16])[CH3:15])=[O:12])([O:13][C:14]([CH3:17])([CH3:16])[CH3:15])=[O:12]. The catalyst is ClCCl. The product is [C:14]([O:13][C:11](=[O:12])[N:5]([CH2:6][CH2:7][Cl:8])[CH2:4][CH2:3][Cl:2])([CH3:17])([CH3:16])[CH3:15]. The yield is 1.00. (5) The reactants are [F-].C([N+](CCCC)(CCCC)CCCC)CCC.[NH2:19][C:20]1[C:29]2[CH:28]=[N:27][C:26]([S:30][CH3:31])=[N:25][C:24]=2[N:23]([C@H:32]2[CH2:36][CH2:35][C@H:34]([O:37][Si](C(C)(C)C)(C)C)[CH2:33]2)[C:22](=[O:45])[CH:21]=1. The catalyst is C1COCC1. The product is [NH2:19][C:20]1[C:29]2[CH:28]=[N:27][C:26]([S:30][CH3:31])=[N:25][C:24]=2[N:23]([C@H:32]2[CH2:36][CH2:35][C@H:34]([OH:37])[CH2:33]2)[C:22](=[O:45])[CH:21]=1. The yield is 0.820. (6) The reactants are Br.[NH2:2][C:3]1[CH:9]=[CH:8][C:7]2[CH:10]=[CH:11][CH:12]=[CH:13][C:6]=2[NH:5][N:4]=1.Br. The catalyst is C(Cl)Cl.CCOCC. The product is [NH2:2][C:3]1[CH:9]=[CH:8][C:7]2[CH:10]=[CH:11][CH:12]=[CH:13][C:6]=2[NH:5][N:4]=1. The yield is 1.00. (7) The reactants are [CH3:1][CH:2]1[C:8](=[O:9])[NH:7][C:6]2[CH:10]=[CH:11][CH:12]=[CH:13][C:5]=2[C:4]([C:14]2[CH:19]=[CH:18][CH:17]=[CH:16][CH:15]=2)=[N:3]1.[Br:20]Br. The catalyst is C(O)(=O)C.S(=O)(=O)(O)O. The product is [Br:20][C:12]1[CH:11]=[CH:10][C:6]2[NH:7][C:8](=[O:9])[CH:2]([CH3:1])[N:3]=[C:4]([C:14]3[CH:19]=[CH:18][CH:17]=[CH:16][CH:15]=3)[C:5]=2[CH:13]=1. The yield is 0.790. (8) The reactants are [CH:1]1([CH2:4][O:5][C:6]2[CH:7]=[C:8]([C:12]3[C:20]4[C:15](=[CH:16][CH:17]=[C:18]([O:21][CH2:22][CH2:23][OH:24])[CH:19]=4)[N:14]([CH2:25][C:26]4[CH:31]=[CH:30][CH:29]=[C:28]([O:32][CH3:33])[CH:27]=4)[C:13]=3[C:34]([O:36][CH2:37][CH3:38])=[O:35])[CH:9]=[CH:10][CH:11]=2)[CH2:3][CH2:2]1.[H-].[Na+].[CH2:41](I)[CH3:42]. The catalyst is CN(C)C=O. The product is [CH:1]1([CH2:4][O:5][C:6]2[CH:7]=[C:8]([C:12]3[C:20]4[C:15](=[CH:16][CH:17]=[C:18]([O:21][CH2:22][CH2:23][O:24][CH2:41][CH3:42])[CH:19]=4)[N:14]([CH2:25][C:26]4[CH:31]=[CH:30][CH:29]=[C:28]([O:32][CH3:33])[CH:27]=4)[C:13]=3[C:34]([O:36][CH2:37][CH3:38])=[O:35])[CH:9]=[CH:10][CH:11]=2)[CH2:3][CH2:2]1. The yield is 0.500. (9) The reactants are [N+:1]([C:4]1[CH:12]=[C:11]2[C:7]([C:8]([C:13]#[N:14])=[CH:9][NH:10]2)=[CH:6][CH:5]=1)([O-])=O. The catalyst is CCO.[Pd]. The product is [NH2:1][C:4]1[CH:12]=[C:11]2[C:7]([C:8]([C:13]#[N:14])=[CH:9][NH:10]2)=[CH:6][CH:5]=1. The yield is 0.980. (10) The reactants are [Cl:1][C:2]1[CH:8]=[CH:7][C:6]([N+:9]([O-:11])=[O:10])=[CH:5][C:3]=1[NH2:4].[Cl:12][C:13]1[CH:21]=[CH:20][C:16]([C:17](Cl)=[O:18])=[CH:15][CH:14]=1.CCOC(C)=O. The catalyst is C1COCC1. The product is [Cl:12][C:13]1[CH:21]=[CH:20][C:16]([C:17]([NH:4][C:3]2[CH:5]=[C:6]([N+:9]([O-:11])=[O:10])[CH:7]=[CH:8][C:2]=2[Cl:1])=[O:18])=[CH:15][CH:14]=1. The yield is 0.150.